This data is from Forward reaction prediction with 1.9M reactions from USPTO patents (1976-2016). The task is: Predict the product of the given reaction. (1) Given the reactants Br[C:2]1[C:3]([N:12]([CH2:15][CH:16]2[CH2:20][CH2:19][CH2:18][CH2:17]2)[CH2:13][CH3:14])=[N:4][CH:5]=[C:6]([C:8]([F:11])([F:10])[F:9])[CH:7]=1.C([Li])CCC.CN([CH:29]=[O:30])C.[Cl-].[NH4+], predict the reaction product. The product is: [CH:16]1([CH2:15][N:12]([CH2:13][CH3:14])[C:3]2[C:2]([CH:29]=[O:30])=[CH:7][C:6]([C:8]([F:11])([F:10])[F:9])=[CH:5][N:4]=2)[CH2:20][CH2:19][CH2:18][CH2:17]1. (2) Given the reactants FC1C=CC=CC=1C(Cl)=O.[CH3:11][O:12][C:13]1[CH:21]=[CH:20][CH:19]=[CH:18][C:14]=1[C:15](Cl)=[O:16].[NH2:22][C:23]1[CH:24]=[C:25]([CH:36]=[CH:37][N:38]=1)[C:26]([NH:28][CH2:29][C:30]1[CH:35]=[CH:34][CH:33]=[CH:32][CH:31]=1)=[O:27], predict the reaction product. The product is: [CH2:29]([NH:28][C:26](=[O:27])[C:25]1[CH:36]=[CH:37][N:38]=[C:23]([NH:22][C:15](=[O:16])[C:14]2[CH:18]=[CH:19][CH:20]=[CH:21][C:13]=2[O:12][CH3:11])[CH:24]=1)[C:30]1[CH:35]=[CH:34][CH:33]=[CH:32][CH:31]=1. (3) Given the reactants [Cl:1][CH2:2][C:3](=[O:8])[C:4](OC)=[O:5].[C:9]([C:13]1[N:17]([CH3:18])[N:16]=[C:15]([NH2:19])[CH:14]=1)([CH3:12])([CH3:11])[CH3:10].[CH2:20]=O.Cl, predict the reaction product. The product is: [C:9]([C:13]1[N:17]([CH3:18])[N:16]=[C:15]([N:19]2[C:4](=[O:5])[C:3]([OH:8])=[C:2]([Cl:1])[CH2:20]2)[CH:14]=1)([CH3:12])([CH3:10])[CH3:11]. (4) The product is: [NH2:3][C:2]([CH3:1])=[CH:6][C:5]([C:7]1[CH:8]=[CH:9][C:10]([C:13]([CH3:16])([CH3:15])[CH3:14])=[CH:11][CH:12]=1)=[O:4]. Given the reactants [CH3:1][C:2]1[CH:6]=[C:5]([C:7]2[CH:12]=[CH:11][C:10]([C:13]([CH3:16])([CH3:15])[CH3:14])=[CH:9][CH:8]=2)[O:4][N:3]=1.[H][H], predict the reaction product.